Dataset: Forward reaction prediction with 1.9M reactions from USPTO patents (1976-2016). Task: Predict the product of the given reaction. (1) Given the reactants Cl[C:2]1[CH:3]=[CH:4][N:5]2[C:10]([C:11]=1[CH3:12])=[C:9]([CH:13]1[CH2:15][CH2:14]1)[CH:8]=[C:7]([C:16]([O:18][CH3:19])=[O:17])[C:6]2=[O:20].[OH:21][C:22]1[CH:27]=[CH:26][C:25](B(O)O)=[CH:24][CH:23]=1, predict the reaction product. The product is: [CH:13]1([C:9]2[CH:8]=[C:7]([C:16]([O:18][CH3:19])=[O:17])[C:6](=[O:20])[N:5]3[C:10]=2[C:11]([CH3:12])=[C:2]([C:25]2[CH:26]=[CH:27][C:22]([OH:21])=[CH:23][CH:24]=2)[CH:3]=[CH:4]3)[CH2:15][CH2:14]1. (2) Given the reactants CS(O[CH:6]1[CH2:14][CH2:13][C:12]2[N:8]([C:9]3[N:28]=[CH:27][N:26]=[C:25]([NH2:29])[C:10]=3[C:11]=2[C:15]2[CH:16]=[N:17][C:18]3[C:23]([CH:24]=2)=[CH:22][CH:21]=[CH:20][CH:19]=3)[CH2:7]1)(=O)=O.[CH3:30][NH2:31], predict the reaction product. The product is: [CH3:30][NH:31][CH:6]1[CH2:14][CH2:13][C:12]2[N:8]([C:9]3[N:28]=[CH:27][N:26]=[C:25]([NH2:29])[C:10]=3[C:11]=2[C:15]2[CH:16]=[N:17][C:18]3[C:23]([CH:24]=2)=[CH:22][CH:21]=[CH:20][CH:19]=3)[CH2:7]1. (3) Given the reactants [CH3:1][C:2]([CH2:6][OH:7])([CH2:4][OH:5])[CH3:3].[Si:8](Cl)([C:11]([CH3:14])([CH3:13])[CH3:12])([CH3:10])[CH3:9].N1C=CN=C1, predict the reaction product. The product is: [Si:8]([O:5][CH2:4][C:2]([CH3:3])([CH3:1])[CH2:6][OH:7])([C:11]([CH3:14])([CH3:13])[CH3:12])([CH3:10])[CH3:9]. (4) Given the reactants N(N(C)[C:4](N)=O)=O.[OH-].[K+].[CH2:10]([N:16]1[C:21]2[CH:22]=[C:23]([C:27]([N:29]([CH:43]([CH3:45])[CH3:44])[C@@H:30]3[CH2:35][CH2:34][CH2:33][N:32]([C:36]([O:38][C:39]([CH3:42])([CH3:41])[CH3:40])=[O:37])[CH2:31]3)=[O:28])[C:24]([CH3:26])=[CH:25][C:20]=2[O:19][C:18]([CH3:47])([CH3:46])[C:17]1=[O:48])[CH2:11][CH2:12][CH2:13][CH:14]=[CH2:15].C(Cl)(Cl)Cl.C(OCC)C, predict the reaction product. The product is: [CH:14]1([CH2:13][CH2:12][CH2:11][CH2:10][N:16]2[C:21]3[CH:22]=[C:23]([C:27]([N:29]([CH:43]([CH3:44])[CH3:45])[C@@H:30]4[CH2:35][CH2:34][CH2:33][N:32]([C:36]([O:38][C:39]([CH3:40])([CH3:42])[CH3:41])=[O:37])[CH2:31]4)=[O:28])[C:24]([CH3:26])=[CH:25][C:20]=3[O:19][C:18]([CH3:46])([CH3:47])[C:17]2=[O:48])[CH2:4][CH2:15]1. (5) Given the reactants [Cl:1][C:2]1[N:3]=[C:4](Cl)[C:5]2[CH:10]=[CH:9][N:8]([S:11]([C:14]3[CH:20]=[CH:19][C:17]([CH3:18])=[CH:16][CH:15]=3)(=[O:13])=[O:12])[C:6]=2[N:7]=1.[OH:22][C@H:23]1[CH2:27][CH2:26][NH:25][CH2:24]1.C(N(CC)CC)C.O, predict the reaction product. The product is: [Cl:1][C:2]1[N:3]=[C:4]([N:25]2[CH2:26][CH2:27][C@H:23]([OH:22])[CH2:24]2)[C:5]2[CH:10]=[CH:9][N:8]([S:11]([C:14]3[CH:20]=[CH:19][C:17]([CH3:18])=[CH:16][CH:15]=3)(=[O:13])=[O:12])[C:6]=2[N:7]=1. (6) Given the reactants [C:1]([O:4][C:5]1[CH:6]=[N:7][CH:8]=[C:9]([CH:13]=1)[C:10](O)=[O:11])(=[O:3])[CH3:2].C(Cl)(=O)C([Cl:17])=O.CN(C=O)C, predict the reaction product. The product is: [C:1]([O:4][C:5]1[CH:6]=[N:7][CH:8]=[C:9]([CH:13]=1)[C:10]([Cl:17])=[O:11])(=[O:3])[CH3:2]. (7) Given the reactants [ClH:1].[C:2]([C:4]1[CH:5]=[CH:6][C:7]([CH:10]2[CH2:15][CH2:14][N:13](C(OC(C)(C)C)=O)[CH2:12][CH2:11]2)=[N:8][CH:9]=1)#[N:3], predict the reaction product. The product is: [ClH:1].[NH:13]1[CH2:12][CH2:11][CH:10]([C:7]2[CH:6]=[CH:5][C:4]([C:2]#[N:3])=[CH:9][N:8]=2)[CH2:15][CH2:14]1. (8) The product is: [F:48][C:30]([F:29])([F:49])[C:31]([NH:33][CH2:34][C:35]1[CH:40]=[CH:39][C:38]([F:41])=[C:37]([CH:42]2[CH2:47][CH2:46][N:45]([C:18]([C:7]3[C:8]4[C:13](=[CH:12][CH:11]=[CH:10][C:9]=4[C:14]([F:15])([F:17])[F:16])[N:5]([CH2:4][CH2:3][O:2][CH3:1])[CH:6]=3)=[O:20])[CH2:44][CH2:43]2)[CH:36]=1)=[O:32]. Given the reactants [CH3:1][O:2][CH2:3][CH2:4][N:5]1[C:13]2[C:8](=[C:9]([C:14]([F:17])([F:16])[F:15])[CH:10]=[CH:11][CH:12]=2)[C:7]([C:18]([OH:20])=O)=[CH:6]1.CCN(CC)CC.Cl.[F:29][C:30]([F:49])([F:48])[C:31]([NH:33][CH2:34][C:35]1[CH:40]=[CH:39][C:38]([F:41])=[C:37]([CH:42]2[CH2:47][CH2:46][NH:45][CH2:44][CH2:43]2)[CH:36]=1)=[O:32].CCN=C=NCCCN(C)C, predict the reaction product. (9) Given the reactants [C:1]([O:5][C:6](=[O:43])[CH2:7][N:8]([CH2:33][C:34]1[CH:42]=[CH:41][C:37]([C:38](O)=[O:39])=[CH:36][CH:35]=1)[C:9](=[O:32])[C:10]1[CH:15]=[CH:14][C:13]([NH:16][C:17](=[O:31])[CH2:18][C:19]2[CH:24]=[CH:23][C:22]([O:25][CH3:26])=[CH:21][C:20]=2[C:27]([F:30])([F:29])[F:28])=[CH:12][CH:11]=1)([CH3:4])([CH3:3])[CH3:2].CN1CCOCC1.ClC(OCC(C)C)=O.[CH3:59][C:60]1[CH:65]=[CH:64][C:63]([C:66]2[CH:71]=[CH:70][C:69]([C:72]([NH:74][NH2:75])=[O:73])=[CH:68][CH:67]=2)=[CH:62][CH:61]=1, predict the reaction product. The product is: [CH3:26][O:25][C:22]1[CH:23]=[CH:24][C:19]([CH2:18][C:17]([NH:16][C:13]2[CH:14]=[CH:15][C:10]([C:9]([N:8]([CH2:7][C:6]([O:5][C:1]([CH3:4])([CH3:3])[CH3:2])=[O:43])[CH2:33][C:34]3[CH:35]=[CH:36][C:37]([C:38]([NH:75][NH:74][C:72]([C:69]4[CH:68]=[CH:67][C:66]([C:63]5[CH:64]=[CH:65][C:60]([CH3:59])=[CH:61][CH:62]=5)=[CH:71][CH:70]=4)=[O:73])=[O:39])=[CH:41][CH:42]=3)=[O:32])=[CH:11][CH:12]=2)=[O:31])=[C:20]([C:27]([F:29])([F:28])[F:30])[CH:21]=1.